From a dataset of Reaction yield outcomes from USPTO patents with 853,638 reactions. Predict the reaction yield, written as a fraction of the theoretical maximum amount of product (1.0 means a 100% yield; for example, 0.34 means a 34% yield). (1) The reactants are Br[C:2]1[C:7](=[O:8])[N:6]([CH2:9][C:10]2[CH:15]=[CH:14][C:13]([C:16]3[C:17]([C:22]#[N:23])=[CH:18][CH:19]=[CH:20][CH:21]=3)=[CH:12][CH:11]=2)[C:5]([CH2:24][CH2:25][CH2:26][CH3:27])=[N:4][C:3]=1[CH3:28].[CH2:29]([Sn](CCCC)(CCCC)C=C)[CH2:30]CC.[Cl-].[Li+]. The catalyst is CN(C)C=O.C(OCC)(=O)C.[F-].[K+].Cl[Pd](Cl)([P](C1C=CC=CC=1)(C1C=CC=CC=1)C1C=CC=CC=1)[P](C1C=CC=CC=1)(C1C=CC=CC=1)C1C=CC=CC=1. The product is [CH2:24]([C:5]1[N:6]([CH2:9][C:10]2[CH:15]=[CH:14][C:13]([C:16]3[C:17]([C:22]#[N:23])=[CH:18][CH:19]=[CH:20][CH:21]=3)=[CH:12][CH:11]=2)[C:7](=[O:8])[C:2]([CH:29]=[CH2:30])=[C:3]([CH3:28])[N:4]=1)[CH2:25][CH2:26][CH3:27]. The yield is 0.630. (2) The reactants are C([O-])(=O)C.[C:5]([C:9]1[CH:14]=[CH:13][C:12]([I+:15][C:16]2[CH:21]=[CH:20][C:19]([C:22]([CH3:25])([CH3:24])[CH3:23])=[CH:18][CH:17]=2)=[CH:11][CH:10]=1)([CH3:8])([CH3:7])[CH3:6].[C:26]12([CH2:36][S:37]([O:40]C)(=[O:39])=[O:38])[C:33]([CH3:35])([CH3:34])[CH:30]([CH2:31][CH2:32]1)[CH2:29][C:27]2=[O:28]. The catalyst is C(OCC)(=O)C. The product is [C:26]12([CH2:36][S:37]([O-:40])(=[O:38])=[O:39])[C:33]([CH3:35])([CH3:34])[CH:30]([CH2:31][CH2:32]1)[CH2:29][C:27]2=[O:28].[C:22]([C:19]1[CH:20]=[CH:21][C:16]([I+:15][C:12]2[CH:11]=[CH:10][C:9]([C:5]([CH3:8])([CH3:7])[CH3:6])=[CH:14][CH:13]=2)=[CH:17][CH:18]=1)([CH3:25])([CH3:24])[CH3:23]. The yield is 0.830. (3) The reactants are Br[C:2]1[CH:3]=[C:4]([C:9]2[C:10]([C:14]3[CH:19]=[CH:18][CH:17]=[C:16]([CH3:20])[N:15]=3)=[N:11][NH:12][CH:13]=2)[CH:5]=[CH:6][C:7]=1[F:8].[N:21]1([NH:27][C:28]([NH:30][C:31]2[CH:36]=[CH:35][C:34](B3OC(C)(C)C(C)(C)O3)=[CH:33][CH:32]=2)=[O:29])[CH2:26][CH2:25][O:24][CH2:23][CH2:22]1.O.C(=O)([O-])[O-].[Na+].[Na+]. The catalyst is COCCOC.C1C=CC([P]([Pd]([P](C2C=CC=CC=2)(C2C=CC=CC=2)C2C=CC=CC=2)([P](C2C=CC=CC=2)(C2C=CC=CC=2)C2C=CC=CC=2)[P](C2C=CC=CC=2)(C2C=CC=CC=2)C2C=CC=CC=2)(C2C=CC=CC=2)C2C=CC=CC=2)=CC=1. The product is [F:8][C:7]1[CH:6]=[CH:5][C:4]([C:9]2[C:10]([C:14]3[CH:19]=[CH:18][CH:17]=[C:16]([CH3:20])[N:15]=3)=[N:11][NH:12][CH:13]=2)=[CH:3][C:2]=1[C:34]1[CH:35]=[CH:36][C:31]([NH:30][C:28]([NH:27][N:21]2[CH2:26][CH2:25][O:24][CH2:23][CH2:22]2)=[O:29])=[CH:32][CH:33]=1. The yield is 0.120. (4) The reactants are Br[C:2]1[CH:3]=[CH:4][C:5]([CH3:23])=[C:6]([CH:8]2[CH2:17][C:16]([CH3:19])([CH3:18])[C:15]3[C:10](=[CH:11][CH:12]=[C:13]([C:20]([OH:22])=[O:21])[CH:14]=3)[NH:9]2)[CH:7]=1.[O:24]1[CH2:28][CH2:27][NH:26][C:25]1=[O:29].CNCCNC.C(=O)([O-])[O-].[K+].[K+]. The catalyst is C(#N)C.[Cu]I. The product is [CH3:18][C:16]1([CH3:19])[C:15]2[C:10](=[CH:11][CH:12]=[C:13]([C:20]([OH:22])=[O:21])[CH:14]=2)[NH:9][CH:8]([C:6]2[CH:7]=[C:2]([N:26]3[CH2:27][CH2:28][O:24][C:25]3=[O:29])[CH:3]=[CH:4][C:5]=2[CH3:23])[CH2:17]1. The yield is 0.290.